Dataset: Full USPTO retrosynthesis dataset with 1.9M reactions from patents (1976-2016). Task: Predict the reactants needed to synthesize the given product. (1) Given the product [CH:4]1[CH:2]=[C:2]2[CH:4]=[C:6]3[C:11](=[N:1][C:8]2=[CH:7][CH:6]=1)[CH:10]=[CH:9][CH:8]=[CH:7]3, predict the reactants needed to synthesize it. The reactants are: [NH:1]1[C:11]2[C:6](=[CH:7][CH:8]=[CH:9][CH:10]=2)[C:4](=O)[C:2]1=O.Cl. (2) Given the product [F:12][C:13]([F:30])([F:31])[C:14]1[CH:15]=[C:16]([C:20]2[CH:25]=[CH:24][C:23]([C@H:26]3[CH2:28][C@@H:27]3[NH2:29])=[CH:22][CH:21]=2)[CH:17]=[CH:18][CH:19]=1, predict the reactants needed to synthesize it. The reactants are: C(O)(=O)C(C1C=CC=CC=1)O.[F:12][C:13]([F:31])([F:30])[C:14]1[CH:15]=[C:16]([C:20]2[CH:25]=[CH:24][C:23]([C@@H:26]3[CH2:28][C@H:27]3[NH2:29])=[CH:22][CH:21]=2)[CH:17]=[CH:18][CH:19]=1.